This data is from Experimentally validated miRNA-target interactions with 360,000+ pairs, plus equal number of negative samples. The task is: Binary Classification. Given a miRNA mature sequence and a target amino acid sequence, predict their likelihood of interaction. (1) The miRNA is mmu-miR-690 with sequence AAAGGCUAGGCUCACAACCAAA. The protein sequence of the target gene is MEGESTLGVLSGFVLGALTFHHLNTDSDTEGFLLGEMKGEAKNSITDSQMDNVKVVYTIDIQKYIPCYRLFSFYNSLGEVNEHALKKVLSNVRKTVVGWYKFRRHSDQIMTFREQLLHRNLQTHLSSPELVFLLLTPSITTESCSTHCLEHALYKPQRGLFHRVPLVVTNLGMSDQLGYKTEPASCTSTVFSRAVRTHSSQFFNEDGSLKEVHKINEMYAAVQEELKSICQKVEQSEREVEKLLMDVNQLKEVRRTQQARATGAGEKNVQRNPQENILLCQALRTFFPESEVLHSCVISL.... Result: 0 (no interaction). (2) The miRNA is rno-miR-26a-5p with sequence UUCAAGUAAUCCAGGAUAGGCU. The protein sequence of the target gene is MSDTRRRVKVYTLNEDRQWDDRGTGHVSSTYVEELKGMSLLVRAESDGSLLLESKINPNTAYQKQQDTLIVWSEAENYDLALSFQEKAGCDEIWEKICQVQGKDPSVEVTQDLIDESEEERFEEMPETSHLIDLPTCELNKLEEIADLVTSVLSSPIRREKLALALENEGYIKKLLQLFQACENLENTEGLHHLYEIIRGILFLNKATLFEVMFSDECIMDVVGCLEYDPALAQPKRHREFLTKTAKFKEVIPITDSELRQKIHQTYRVQYIQDIILPTPSVFEENFLSTLTSFIFFNKV.... Result: 0 (no interaction). (3) The miRNA is hsa-miR-6736-5p with sequence CUGGGUGAGGGCAUCUGUGGU. The protein sequence of the target gene is MALTDIDVQKQIKHMMAFIEQEANEKAEEIDAKAEEEFNIEKGRLVQTQRLKIMDYFEKKEKQIEQQKKIQLSTMRNQARITVLRARDNLILELLKDAKMRLSRIVSDEEIYQDLLDKLVLQALLRLLEPVMIVRCRPQDLHLVESAVLRAIPQYMRLCQKHLEVQVDQTEHLPSNAAGGVEVYSSDQKIKVSNTLESRLNLAAMQKMPEIRGILFGDNTSRKFFT. Result: 0 (no interaction). (4) The miRNA is mmu-miR-184-3p with sequence UGGACGGAGAACUGAUAAGGGU. The protein sequence of the target gene is MAANGDSPPWSPALAAEGRGSSCEVRRERTPEARIHSVKRYPDLSPGPKGRSSADHAALNSIVSLQASVSFEDVTVDFSKEEWQHLDPAQRRLYWDVTLENYSHLLSVGYQIPKSEAAFKLEQGEGPWMLEGEAPHQSCSGEAIGKMQQQGIPGGIFFHCERFDQPIGEDSLCSILEELWQDNDQLEQRQENQNNLLSHVKVLIKERGYEHKNIEKIIHVTTKLVPSIKRLHNCDTILKHTLNSHNHNRNSATKNLGKIFGNGNNFPHSPSSTKNENAKTGANSCEHDHYEKHLSHKQAP.... Result: 0 (no interaction). (5) The miRNA is hsa-miR-4797-5p with sequence GACAGAGUGCCACUUACUGAA. The protein sequence of the target gene is MEAVAAAEVTERKPDNDGVEPRVVHWGELSQTPIPSGPQEKETAERTPDIPNSGSSQAESPAVSAMLHAIAASHLPVCSQQQGEPDLTEPEKVAILGQLYHKKPLVFLERFRTGLREEHLACFGHLRGDHRADFYCAEVARQGTARPRTLRTRLRNRRYAALRELIQGGEYFSDEQMRFRAPLLYEQYIGQYLTQEELNARTAAPQAPRSGSPGTPAYPLSDLLFQSYQERELQQKLLQQQEEEEACFEEEEDSDEEDQRSDKDSEAWVPDSEERLILREEFTSRMHQRFLDGKDGGFDY.... Result: 0 (no interaction). (6) The miRNA is hsa-miR-4804-3p with sequence UGCUUAACCUUGCCCUCGAAA. The protein sequence of the target gene is MSAFSEAALEKKLSELSNSQQSVQTLSLWLIHHRKHSRPIVTVWERELRKAKPNRKLTFLYLANDVIQNSKRKGPEFTKDFAPVIVEAFKHVSSETDESCKKHLGRVLSIWEERSVYENDVLEQLKQALYGDKKPRKRTYEQIKVDENENCSSLGSPSEPPQTLDLVRALQDLENAASGDAAVHQRIASLPVEVQEVSLLDKITDKESGERLSKMVEDACMLLADYNGRLAAEIDDRKQLTRMLADFLRCQKEALAEKEHKLEEYKRKLARVSLVRKELRSRIQSLPDLSRLPNVTGSHM.... Result: 1 (interaction). (7) The miRNA is hsa-miR-7856-5p with sequence UUUUAAGGACACUGAGGGAUC. The protein sequence of the target gene is MEVDTEEKRHRTRSKGVRVPVEPAIQELFSCPTPGCDGSGHVSGKYARHRSVYGCPLAKKRKTQDKQPQEPAPKRKPFAVKADSSSVDECDDSDGTEDMDEKEEDEGEEYSEDNDEPGDEDEEDEEGDREEEEEIEEEDEDDDEDGEDVEDEEEEEEEEEEEEEEEENEDHQMNCHNTRIMQDTEKDDNNNDEYDNYDELVAKSLLNLGKIAEDAAYRARTESEMNSNTSNSLEDDSDKNENLGRKSELSLDLDSDVVRETVDSLKLLAQGHGVVLSENMNDRNYADSMSQQDSRNMNYV.... Result: 1 (interaction).